Dataset: Peptide-MHC class I binding affinity with 185,985 pairs from IEDB/IMGT. Task: Regression. Given a peptide amino acid sequence and an MHC pseudo amino acid sequence, predict their binding affinity value. This is MHC class I binding data. (1) The peptide sequence is RMMGKNIFY. The MHC is HLA-B15:01 with pseudo-sequence HLA-B15:01. The binding affinity (normalized) is 0.600. (2) The peptide sequence is GTIIVHPNK. The MHC is HLA-B18:01 with pseudo-sequence HLA-B18:01. The binding affinity (normalized) is 0.0847. (3) The peptide sequence is YLKDQQLL. The MHC is HLA-B58:01 with pseudo-sequence HLA-B58:01. The binding affinity (normalized) is 0.0666. (4) The peptide sequence is EPLWGSLAV. The MHC is HLA-A02:01 with pseudo-sequence HLA-A02:01. The binding affinity (normalized) is 0.0908. (5) The peptide sequence is KTTFKPNTW. The MHC is HLA-B58:01 with pseudo-sequence HLA-B58:01. The binding affinity (normalized) is 0.532. (6) The peptide sequence is DVKDSSLLNNQ. The MHC is H-2-Kb with pseudo-sequence H-2-Kb. The binding affinity (normalized) is 0.141. (7) The peptide sequence is NTDAFSREY. The MHC is HLA-B15:09 with pseudo-sequence HLA-B15:09. The binding affinity (normalized) is 0.0847. (8) The peptide sequence is SVSAKQLRTR. The MHC is HLA-A33:01 with pseudo-sequence HLA-A33:01. The binding affinity (normalized) is 0.202.